From a dataset of Catalyst prediction with 721,799 reactions and 888 catalyst types from USPTO. Predict which catalyst facilitates the given reaction. (1) Reactant: [C:1]1([C:14]([OH:16])=O)[C:13]2[NH:12][C:11]3[C:6](=[CH:7][CH:8]=[CH:9][CH:10]=3)[C:5]=2[CH:4]=[CH:3][CH:2]=1.ON1C2C=CC=CC=2N=N1.Cl.C(N=C=NCCCN(C)C)C.[CH3:39][N:40]1[C:44]([C:45]2[CH:46]=[C:47]([CH:49]=[CH:50][CH:51]=2)[NH2:48])=[CH:43][N:42]=[C:41]1[CH3:52]. Product: [CH3:52][C:41]1[N:40]([CH3:39])[C:44]([C:45]2[CH:46]=[C:47]([NH:48][C:14]([C:1]3[C:13]4[NH:12][C:11]5[C:6](=[CH:7][CH:8]=[CH:9][CH:10]=5)[C:5]=4[CH:4]=[CH:3][CH:2]=3)=[O:16])[CH:49]=[CH:50][CH:51]=2)=[CH:43][N:42]=1. The catalyst class is: 112. (2) Reactant: [CH3:1][C:2]1[CH:3]=[CH:4][C:5]([C:8]2[CH:9]=[C:10]([CH:14]=[C:15]([C:17]3[CH2:24][C:20]4([CH2:23][CH2:22][CH2:21]4)[O:19][N:18]=3)[CH:16]=2)[C:11]([OH:13])=O)=[N:6][CH:7]=1.Cl.[F:26][C:27]1[C:28]([C@H:34]([NH2:36])[CH3:35])=[N:29][CH:30]=[C:31]([F:33])[CH:32]=1.C(Cl)CCl.C1C=NC2N(O)N=NC=2C=1.C(N(C(C)C)CC)(C)C. Product: [F:26][C:27]1[C:28]([C@H:34]([NH:36][C:11](=[O:13])[C:10]2[CH:14]=[C:15]([C:17]3[CH2:24][C:20]4([CH2:21][CH2:22][CH2:23]4)[O:19][N:18]=3)[CH:16]=[C:8]([C:5]3[CH:4]=[CH:3][C:2]([CH3:1])=[CH:7][N:6]=3)[CH:9]=2)[CH3:35])=[N:29][CH:30]=[C:31]([F:33])[CH:32]=1. The catalyst class is: 9.